Predict the reaction yield, written as a fraction of the theoretical maximum amount of product (1.0 means a 100% yield; for example, 0.34 means a 34% yield). From a dataset of Reaction yield outcomes from USPTO patents with 853,638 reactions. (1) The reactants are [C:1]([C:3]1([C:23]2[CH:28]=[CH:27][CH:26]=[CH:25][CH:24]=2)[CH2:8][CH2:7][N:6]([CH2:9][CH2:10][CH2:11]C2C=CC=C3C(NC(=O)C=23)=O)[CH2:5][CH2:4]1)#[N:2].[NH2:29]N. The catalyst is CO. The product is [C:1]([C:3]1([C:23]2[CH:28]=[CH:27][CH:26]=[CH:25][CH:24]=2)[CH2:8][CH2:7][N:6]([CH2:9][CH2:10][CH2:11][NH2:29])[CH2:5][CH2:4]1)#[N:2]. The yield is 0.960. (2) The reactants are [CH3:1][N:2]([CH3:18])[CH:3]([C:5]1[N:9]2[N:10]=[CH:11][CH:12]=[CH:13][C:8]2=[C:7]([C:14]([OH:16])=O)[C:6]=1[CH3:17])[CH3:4].[NH2:19][CH2:20][C:21]1[C:22](=[O:30])[NH:23][C:24]([CH3:29])=[CH:25][C:26]=1[O:27][CH3:28].C(N(C(C)C)C(C)C)C.F[P-](F)(F)(F)(F)F.C(C(=NO[C+](N(C)C)N1CCOCC1)C(OCC)=O)#N. The catalyst is CN(C)C=O. The product is [CH3:18][N:2]([CH3:1])[CH:3]([C:5]1[N:9]2[N:10]=[CH:11][CH:12]=[CH:13][C:8]2=[C:7]([C:14]([NH:19][CH2:20][C:21]2[C:22](=[O:30])[NH:23][C:24]([CH3:29])=[CH:25][C:26]=2[O:27][CH3:28])=[O:16])[C:6]=1[CH3:17])[CH3:4]. The yield is 0.0850.